From a dataset of Forward reaction prediction with 1.9M reactions from USPTO patents (1976-2016). Predict the product of the given reaction. (1) Given the reactants [C:1]1([S:7]([C:10]2[CH2:14][C:13]([CH3:16])([CH3:15])[O:12][N:11]=2)(=[O:9])=[O:8])[CH:6]=[CH:5][CH:4]=[CH:3][CH:2]=1.C1C=CC(S(N(S(C2C=CC=CC=2)(=O)=O)[F:27])(=O)=O)=CC=1.C[Si](C)(C)[N-][Si](C)(C)C.[Na+].[Cl-].[NH4+], predict the reaction product. The product is: [C:1]1([S:7]([C:10]2[CH:14]([F:27])[C:13]([CH3:16])([CH3:15])[O:12][N:11]=2)(=[O:8])=[O:9])[CH:2]=[CH:3][CH:4]=[CH:5][CH:6]=1. (2) Given the reactants C([Li])CCCCC.CC1(C)CCCC(C)(C)N1.[N:18]1([C:23]2[CH:30]=[CH:29][C:26]([C:27]#[N:28])=[CH:25][CH:24]=2)[CH:22]=[CH:21][CH:20]=[N:19]1.[CH2:31]([Sn:35](Cl)([CH2:40][CH2:41][CH2:42][CH3:43])[CH2:36][CH2:37][CH2:38][CH3:39])[CH2:32][CH2:33][CH3:34], predict the reaction product. The product is: [CH2:40]([Sn:35]([CH2:31][CH2:32][CH2:33][CH3:34])([CH2:36][CH2:37][CH2:38][CH3:39])[C:22]1[N:18]([C:23]2[CH:30]=[CH:29][C:26]([C:27]#[N:28])=[CH:25][CH:24]=2)[N:19]=[CH:20][CH:21]=1)[CH2:41][CH2:42][CH3:43]. (3) Given the reactants Br[C:2]1[CH:9]=[CH:8][C:7]([F:10])=[C:6]([F:11])[C:3]=1[CH:4]=[O:5].[CH2:12]([C:17]1[CH:22]=[CH:21][C:20](B(O)O)=[CH:19][CH:18]=1)[CH2:13][CH2:14][CH2:15][CH3:16], predict the reaction product. The product is: [F:11][C:6]1[C:7]([F:10])=[CH:8][CH:9]=[C:2]([C:20]2[CH:19]=[CH:18][C:17]([CH2:12][CH2:13][CH2:14][CH2:15][CH3:16])=[CH:22][CH:21]=2)[C:3]=1[CH:4]=[O:5]. (4) Given the reactants [C:1]([N:8]1[CH2:13][CH2:12][CH:11](C(O)=O)[CH2:10][CH2:9]1)([O:3][C:4]([CH3:7])([CH3:6])[CH3:5])=[O:2].[OH:17]N1C2C=CC=CC=2N=N1.C1(N=C=[N:35][CH:36]2CCCCC2)CCCCC1.N[C:43]1[CH:48]=[CH:47][CH:46]=[C:45]([CH3:49])[CH:44]=1, predict the reaction product. The product is: [C:4]([O:3][C:1]([N:8]1[CH2:9][CH2:10][CH2:11][CH:12]([C:36](=[O:17])[NH:35][C:46]2[CH:47]=[CH:48][CH:43]=[CH:44][C:45]=2[CH3:49])[CH2:13]1)=[O:2])([CH3:5])([CH3:6])[CH3:7]. (5) Given the reactants [N:1]1([C:7]([N:9]2[CH2:14][CH:13]([C:15]3[CH:20]=[CH:19][C:18]([C:21]([F:24])([F:23])[F:22])=[CH:17][CH:16]=3)[CH2:12][CH:11]([C:25](=[S:27])[NH2:26])[CH2:10]2)=[O:8])[CH2:6][CH2:5][O:4][CH2:3][CH2:2]1.Br[CH2:29][C:30]([C:32]1[C:33]([CH3:39])=[N:34][C:35]([CH3:38])=[CH:36][CH:37]=1)=O, predict the reaction product. The product is: [CH3:39][C:33]1[C:32]([C:30]2[N:26]=[C:25]([CH:11]3[CH2:12][CH:13]([C:15]4[CH:20]=[CH:19][C:18]([C:21]([F:22])([F:23])[F:24])=[CH:17][CH:16]=4)[CH2:14][N:9]([C:7]([N:1]4[CH2:6][CH2:5][O:4][CH2:3][CH2:2]4)=[O:8])[CH2:10]3)[S:27][CH:29]=2)=[CH:37][CH:36]=[C:35]([CH3:38])[N:34]=1. (6) Given the reactants C(OC([C:8]12[CH2:16][NH:15][CH2:14][C:13]31[CH:11]([CH:12]3N)[CH2:10][CH2:9]2)=O)(C)(C)C.C([N:20](CC)CC)C.F[C:26]1[C:35]([CH3:36])=[C:34]2[C:29]([C:30](=[O:44])[C:31]([C:41]([OH:43])=[O:42])=[CH:32][N:33]2[C@@H:37]2[CH2:39][C@@H:38]2[F:40])=[CH:28][CH:27]=1, predict the reaction product. The product is: [NH2:20][C:8]12[CH2:16][N:15]([C:26]3[C:35]([CH3:36])=[C:34]4[C:29]([C:30](=[O:44])[C:31]([C:41]([OH:43])=[O:42])=[CH:32][N:33]4[C@@H:37]4[CH2:39][C@@H:38]4[F:40])=[CH:28][CH:27]=3)[CH2:14][C:13]31[CH:11]([CH2:12]3)[CH2:10][CH2:9]2. (7) Given the reactants [Cl:1][C:2]1[CH:7]=[CH:6][C:5](/[CH:8]=[CH:9]/[C:10]([OH:12])=O)=[C:4]([CH2:13][N:14]2[N:18]=[N:17][C:16]([CH3:19])=[N:15]2)[CH:3]=1.[CH:20]1([C:23]2[O:24][C:25]([CH:28]3[CH2:33][CH2:32][NH:31][CH2:30][CH2:29]3)=[N:26][N:27]=2)[CH2:22][CH2:21]1, predict the reaction product. The product is: [Cl:1][C:2]1[CH:7]=[CH:6][C:5](/[CH:8]=[CH:9]/[C:10]([N:31]2[CH2:30][CH2:29][CH:28]([C:25]3[O:24][C:23]([CH:20]4[CH2:22][CH2:21]4)=[N:27][N:26]=3)[CH2:33][CH2:32]2)=[O:12])=[C:4]([CH2:13][N:14]2[N:18]=[N:17][C:16]([CH3:19])=[N:15]2)[CH:3]=1. (8) Given the reactants [NH:1](C(OC(C)(C)C)=O)[C@H:2]([C:5]([OH:7])=[O:6])[CH2:3][NH2:4].[NH:15]1[CH:19]=[CH:18][N:17]=[C:16]1[CH2:20][CH2:21][NH2:22].[C:23]([OH:29])([C:25]([F:28])([F:27])[F:26])=[O:24], predict the reaction product. The product is: [NH2:1][C@H:2]([C:5]([OH:7])=[O:6])[CH2:3][NH2:4].[OH:29][C:23]([C:25]([F:28])([F:27])[F:26])=[O:24].[NH:15]1[CH:19]=[CH:18][N:17]=[C:16]1[CH2:20][CH2:21][NH2:22]. (9) Given the reactants Br[C:2]1[CH:3]=[CH:4][C:5]([O:10][CH3:11])=[C:6]([CH:9]=1)[CH:7]=[O:8].[S:12]1[CH:16]=[CH:15][CH:14]=[C:13]1B(O)O, predict the reaction product. The product is: [CH3:11][O:10][C:5]1[CH:4]=[CH:3][C:2]([C:13]2[S:12][CH:16]=[CH:15][CH:14]=2)=[CH:9][C:6]=1[CH:7]=[O:8].